Dataset: Catalyst prediction with 721,799 reactions and 888 catalyst types from USPTO. Task: Predict which catalyst facilitates the given reaction. Reactant: [Cl:1][C:2]1[N:19]=[C:18]([CH3:20])[CH:17]=[CH:16][C:3]=1[C:4]([NH:6][C:7]([CH3:15])([C:9]1[CH:14]=[CH:13][CH:12]=[CH:11][CH:10]=1)[CH3:8])=[O:5].CN([CH:24]=[O:25])C. Product: [Cl:1][C:2]1[C:3]2[C:4](=[O:5])[N:6]([C:7]([CH3:15])([C:9]3[CH:14]=[CH:13][CH:12]=[CH:11][CH:10]=3)[CH3:8])[CH:24]([OH:25])[C:16]=2[CH:17]=[C:18]([CH3:20])[N:19]=1. The catalyst class is: 1.